Dataset: Reaction yield outcomes from USPTO patents with 853,638 reactions. Task: Predict the reaction yield, written as a fraction of the theoretical maximum amount of product (1.0 means a 100% yield; for example, 0.34 means a 34% yield). (1) The reactants are Br[C:2]1[CH:3]=[C:4]2[C:8](=[CH:9][CH:10]=1)[C:7](=[O:11])[CH2:6][CH2:5]2.C(OCC)(=O)C.[CH3:18][N:19](C)C=O. The product is [O:11]=[C:7]1[C:8]2[C:4](=[CH:3][C:2]([C:18]#[N:19])=[CH:10][CH:9]=2)[CH2:5][CH2:6]1. The yield is 0.500. No catalyst specified. (2) The reactants are [Al+3].[Cl-].[Cl-].[Cl-].[Cl:5][CH2:6][CH2:7][CH2:8][C:9](Cl)=[O:10].[CH3:12][C:13]([C:18]1[CH:23]=[CH:22][CH:21]=[CH:20][CH:19]=1)([CH3:17])[C:14]([OH:16])=[O:15].[N:24]1([C:29]([NH2:31])=[O:30])[CH2:28][CH2:27][CH2:26][CH2:25]1. The catalyst is C(Cl)(Cl)(Cl)Cl. The product is [N:24]1([C:29]([NH2:31])=[O:30])[CH2:28][CH2:27][CH2:26][CH2:25]1.[Cl:5][CH2:6][CH2:7][CH2:8][C:9]([C:21]1[CH:22]=[CH:23][C:18]([C:13]([CH3:17])([CH3:12])[C:14]([OH:16])=[O:15])=[CH:19][CH:20]=1)=[O:10]. The yield is 0.780.